This data is from Forward reaction prediction with 1.9M reactions from USPTO patents (1976-2016). The task is: Predict the product of the given reaction. Given the reactants C(OC(=O)N)(C)(C)C.[NH2:9][CH2:10][CH2:11][NH:12][S:13]([C:16]1[C:17]2[CH:18]=[CH:19][N:20]=[CH:21][C:22]=2[CH:23]=[C:24]([C:26]2[CH:31]=[CH:30][CH:29]=[CH:28][CH:27]=2)[CH:25]=1)(=[O:15])=[O:14].C(Cl)[Cl:33].Cl, predict the reaction product. The product is: [ClH:33].[NH2:9][CH2:10][CH2:11][NH:12][S:13]([C:16]1[C:17]2[CH:18]=[CH:19][N:20]=[CH:21][C:22]=2[CH:23]=[C:24]([C:26]2[CH:31]=[CH:30][CH:29]=[CH:28][CH:27]=2)[CH:25]=1)(=[O:15])=[O:14].